Dataset: Blood-brain barrier permeability classification from the B3DB database. Task: Regression/Classification. Given a drug SMILES string, predict its absorption, distribution, metabolism, or excretion properties. Task type varies by dataset: regression for continuous measurements (e.g., permeability, clearance, half-life) or binary classification for categorical outcomes (e.g., BBB penetration, CYP inhibition). Dataset: b3db_classification. (1) The drug is CC(C)NCC(O)COc1cccc2[nH]ccc12. The result is 1 (penetrates BBB). (2) The drug is O=C1CC[C@@H](C(=O)N[C@@H]2C[C@H]2c2ccccc2)N1. The result is 1 (penetrates BBB). (3) The result is 0 (does not penetrate BBB). The drug is CCC1C2CC3C4N(C)c5ccccc5C45CC(C2C5O)N3C1O. (4) The compound is CN[C@@H]1C[C@@H](c2ccc(Cl)c(Cl)c2)c2ccccc21. The result is 1 (penetrates BBB).